From a dataset of Catalyst prediction with 721,799 reactions and 888 catalyst types from USPTO. Predict which catalyst facilitates the given reaction. (1) Product: [C:12]([Si:16]([CH3:40])([CH3:41])[O:17][C@H:18]1[CH2:26][CH2:25][CH2:24][C@@:23]2([CH3:27])[C@H:19]1[CH2:20][CH2:21][C@@H:22]2[C@:28]([CH3:39])([CH2:32][CH2:33][CH2:34][C:35]([OH:37])([CH3:38])[CH3:36])[CH2:29][CH:30]=[O:31])([CH3:15])([CH3:14])[CH3:13]. Reactant: [Cr](Cl)([O-])(=O)=O.[NH+]1C=CC=CC=1.[C:12]([Si:16]([CH3:41])([CH3:40])[O:17][C@H:18]1[CH2:26][CH2:25][CH2:24][C@@:23]2([CH3:27])[C@H:19]1[CH2:20][CH2:21][C@@H:22]2[C@:28]([CH3:39])([CH2:32][CH2:33][CH2:34][C:35]([CH3:38])([OH:37])[CH3:36])[CH2:29][CH2:30][OH:31])([CH3:15])([CH3:14])[CH3:13]. The catalyst class is: 4. (2) The catalyst class is: 18. Reactant: [H-].[Na+].[CH2:3]([OH:6])[CH2:4][OH:5].Cl[C:8]1[C:9]2[C:16]([C:17]3[CH:22]=[CH:21][C:20]([O:23][CH3:24])=[CH:19][CH:18]=3)=[C:15]([C:25]3[CH:30]=[CH:29][CH:28]=[CH:27][CH:26]=3)[O:14][C:10]=2[N:11]=[CH:12][N:13]=1. Product: [CH3:24][O:23][C:20]1[CH:19]=[CH:18][C:17]([C:16]2[C:9]3[C:8]([O:5][CH2:4][CH2:3][OH:6])=[N:13][CH:12]=[N:11][C:10]=3[O:14][C:15]=2[C:25]2[CH:26]=[CH:27][CH:28]=[CH:29][CH:30]=2)=[CH:22][CH:21]=1. (3) Reactant: C1(C2C=CC=CC=2)C=CC(CC(O)=O)=CC=1.C(N(C(C)C)CC)(C)C.F[P-](F)(F)(F)(F)F.N1C2C=CC=C(O[P+](N3CCCC3)(N3CCCC3)N3CCCC3)C=2N=N1.C1CN([P+](ON2N=NC3C=CC=CC2=3)(N2CCCC2)N2CCCC2)CC1.F[P-](F)(F)(F)(F)F.Cl.[CH2:93]([O:100][C:101]1[CH:102]=[C:103]([CH:106]=[CH:107][CH:108]=1)[CH2:104][NH2:105])[C:94]1[CH:99]=[CH:98][CH:97]=[CH:96][CH:95]=1.Cl. Product: [CH2:93]([O:100][C:101]1[CH:102]=[C:103]([CH:106]=[CH:107][CH:108]=1)[C:104]#[N:105])[C:94]1[CH:95]=[CH:96][CH:97]=[CH:98][CH:99]=1. The catalyst class is: 35.